From a dataset of Full USPTO retrosynthesis dataset with 1.9M reactions from patents (1976-2016). Predict the reactants needed to synthesize the given product. Given the product [Cl:20][C:15]1[CH:16]=[CH:17][CH:18]=[CH:19][C:14]=1[CH2:13][N:9]1[C:8]2[CH:21]=[C:4]([C:1](=[O:3])[NH:33][S:30]([C:27]3[CH:26]=[CH:25][C:24]([O:23][CH3:22])=[CH:29][CH:28]=3)(=[O:31])=[O:32])[CH:5]=[CH:6][C:7]=2[N:11]=[C:10]1[CH3:12], predict the reactants needed to synthesize it. The reactants are: [C:1]([C:4]1[CH:5]=[CH:6][C:7]2[N:11]=[C:10]([CH3:12])[N:9]([CH2:13][C:14]3[CH:19]=[CH:18][CH:17]=[CH:16][C:15]=3[Cl:20])[C:8]=2[CH:21]=1)([OH:3])=O.[CH3:22][O:23][C:24]1[CH:29]=[CH:28][C:27]([S:30]([NH2:33])(=[O:32])=[O:31])=[CH:26][CH:25]=1.C1(C2CCCCCCCCCC=2)CCCCCCCCNN=1.